From a dataset of Forward reaction prediction with 1.9M reactions from USPTO patents (1976-2016). Predict the product of the given reaction. (1) Given the reactants [Cl:1][C:2]1[CH:3]=[C:4]([CH:26]=[CH:27][C:28]=1[F:29])[CH2:5][C:6]1[S:7][C:8]2[CH:14]=[CH:13][CH:12]=[C:11]([C:15]3[CH:16]=[C:17]([CH:23]=[CH:24][CH:25]=3)[C:18]([O:20]CC)=[O:19])[C:9]=2[CH:10]=1.[Cl:30][C:31]1[CH:32]=[C:33]([CH:53]=[CH:54][C:55]=1[F:56])[CH2:34][C:35]1[S:36][C:37]2[CH:43]=[CH:42][CH:41]=[C:40]([C:44]3[CH:45]=[C:46]([CH:50]=[CH:51][CH:52]=3)[C:47]([OH:49])=O)[C:38]=2[CH:39]=1.[NH2:57][CH2:58][CH2:59][C:60]#[N:61], predict the reaction product. The product is: [Cl:1][C:2]1[CH:3]=[C:4]([CH:26]=[CH:27][C:28]=1[F:29])[CH2:5][C:6]1[S:7][C:8]2[CH:14]=[CH:13][CH:12]=[C:11]([C:15]3[CH:16]=[C:17]([CH:23]=[CH:24][CH:25]=3)[C:18]([OH:20])=[O:19])[C:9]=2[CH:10]=1.[Cl:30][C:31]1[CH:32]=[C:33]([CH:53]=[CH:54][C:55]=1[F:56])[CH2:34][C:35]1[S:36][C:37]2[CH:43]=[CH:42][CH:41]=[C:40]([C:44]3[CH:45]=[C:46]([CH:50]=[CH:51][CH:52]=3)[C:47]([NH:61][CH2:60][CH2:59][C:58]#[N:57])=[O:49])[C:38]=2[CH:39]=1. (2) Given the reactants Br[CH2:2][CH2:3][C:4]([C@@H:6]([C@H:8]([C@@H:10]([C@@H:12]([CH2:14][OH:15])[OH:13])[OH:11])[OH:9])[OH:7])=[O:5].[N-:16]=[N+:17]=[N-:18].[Na+].[I-].[Na+], predict the reaction product. The product is: [N:16]([CH2:2][CH2:3][C:4]([C@@H:6]([C@H:8]([C@@H:10]([C@@H:12]([CH2:14][OH:15])[OH:13])[OH:11])[OH:9])[OH:7])=[O:5])=[N+:17]=[N-:18]. (3) The product is: [CH:1]1[C:19]2[C:20]3=[C:13]4[C:2](=[CH:3][CH:4]=2)[CH:1]=[CH:11][CH:10]=[C:9]4[CH:6]=[CH:5][C:4]3=[CH:3][CH:2]=1.[C:1]([OH:7])#[C:2][CH2:3][CH2:4][CH2:5][CH3:6]. Given the reactants [C:1]([OH:7])#[C:2][CH2:3][CH2:4][CH2:5][CH3:6].Cl.[CH2:9]1[CH2:13]O[CH2:11][CH2:10]1.CCN([CH2:19][CH3:20])CC, predict the reaction product.